Dataset: Forward reaction prediction with 1.9M reactions from USPTO patents (1976-2016). Task: Predict the product of the given reaction. (1) Given the reactants [ClH:1].N1C=CC=NC=1C(N)CC.[F:12][C:13]([F:35])([F:34])[C:14]1[CH:19]=[C:18]([C:20]([F:23])([F:22])[F:21])[N:17]=[CH:16][C:15]=1[C@H:24]([NH:27][S@](C(C)(C)C)=O)[CH2:25][CH3:26], predict the reaction product. The product is: [ClH:1].[F:35][C:13]([F:12])([F:34])[C:14]1[CH:19]=[C:18]([C:20]([F:22])([F:23])[F:21])[N:17]=[CH:16][C:15]=1[CH:24]([NH2:27])[CH2:25][CH3:26]. (2) The product is: [CH3:23][O:24][C:25]1[CH:30]=[C:29]([C:2]2[C:11]3[C:6](=[C:7]([O:14][CH3:15])[C:8]([O:12][CH3:13])=[CH:9][CH:10]=3)[CH:5]=[C:4]([NH:16][C:17]3[CH:21]=[C:20]([CH3:22])[NH:19][N:18]=3)[N:3]=2)[CH:28]=[CH:27][CH:26]=1. Given the reactants Cl[C:2]1[C:11]2[C:6](=[C:7]([O:14][CH3:15])[C:8]([O:12][CH3:13])=[CH:9][CH:10]=2)[CH:5]=[C:4]([NH:16][C:17]2[CH:21]=[C:20]([CH3:22])[NH:19][N:18]=2)[N:3]=1.[CH3:23][O:24][C:25]1[CH:26]=[C:27](B(O)O)[CH:28]=[CH:29][CH:30]=1, predict the reaction product. (3) The product is: [Cl:1][C:2]1[CH:7]=[C:6]([Cl:8])[CH:5]=[CH:4][C:3]=1[NH:9][C:10](=[O:42])[CH2:11][C@@H:12]([C:24]1[C:28]([CH:29]2[CH2:31][CH2:30]2)=[C:27]([C:32]2[CH:36]=[C:35]([CH2:37][C:38]([CH3:40])([CH3:39])[CH3:41])[O:34][N:33]=2)[O:26][N:25]=1)[CH2:13][CH2:14][CH2:15][OH:16]. Given the reactants [Cl:1][C:2]1[CH:7]=[C:6]([Cl:8])[CH:5]=[CH:4][C:3]=1[NH:9][C:10](=[O:42])[CH2:11][C@@H:12]([C:24]1[C:28]([CH:29]2[CH2:31][CH2:30]2)=[C:27]([C:32]2[CH:36]=[C:35]([CH2:37][C:38]([CH3:41])([CH3:40])[CH3:39])[O:34][N:33]=2)[O:26][N:25]=1)[CH2:13][CH2:14][CH2:15][O:16]CC1C=CC=CC=1.B(Br)(Br)Br, predict the reaction product. (4) Given the reactants [NH2:1][C@H:2]([C:8]([OH:10])=[O:9])[CH2:3][CH2:4][CH2:5][CH2:6][NH2:7].[OH-:11].[Na+].C(=O)(O)[O-].[Na+].F[C:19]1[CH:24]=[CH:23][C:22]([N+:25]([O-:27])=[O:26])=[CH:21][CH:20]=1, predict the reaction product. The product is: [N+:25]([C:22]1[CH:23]=[CH:24][C:19]([NH:1][CH:2]([CH2:3][CH2:4][CH2:5][CH2:6][NH:7][C:19]2[CH:24]=[CH:23][C:22]([N+:25]([O-:26])=[O:11])=[CH:21][CH:20]=2)[C:8]([OH:10])=[O:9])=[CH:20][CH:21]=1)([O-:27])=[O:26]. (5) Given the reactants [N:1]1([C:7]2[N:12]=[CH:11][NH:10][C:9](=[O:13])[CH:8]=2)[CH2:6][CH2:5][NH:4][CH2:3][CH2:2]1.[C:14]([C:16]1[CH:17]=[C:18]([CH:21]=[CH:22][CH:23]=1)[CH:19]=O)#[N:15], predict the reaction product. The product is: [O:13]=[C:9]1[NH:10][CH:11]=[N:12][C:7]([N:1]2[CH2:6][CH2:5][N:4]([CH2:19][C:18]3[CH:17]=[C:16]([CH:23]=[CH:22][CH:21]=3)[C:14]#[N:15])[CH2:3][CH2:2]2)=[CH:8]1. (6) Given the reactants O[C:2]1([CH3:22])[CH2:8][O:7][C:6]2[CH:9]=[CH:10][C:11]([I:13])=[CH:12][C:5]=2[N:4]2[N:14]=[C:15]([C:17]([O:19][CH2:20][CH3:21])=[O:18])[CH:16]=[C:3]12.C(N(S(F)(F)[F:29])CC)C, predict the reaction product. The product is: [F:29][C:2]1([CH3:22])[CH2:8][O:7][C:6]2[CH:9]=[CH:10][C:11]([I:13])=[CH:12][C:5]=2[N:4]2[N:14]=[C:15]([C:17]([O:19][CH2:20][CH3:21])=[O:18])[CH:16]=[C:3]12. (7) Given the reactants [NH2:1][C:2]1[N:3]=[CH:4][C:5]([C:8]2[C:9]([F:19])=[C:10]([OH:18])[C:11]([CH:14]3[CH2:17][CH2:16][CH2:15]3)=[CH:12][CH:13]=2)=[N:6][CH:7]=1.Br[CH2:21][C:22]1[CH:27]=[CH:26][C:25]([Cl:28])=[CH:24][CH:23]=1, predict the reaction product. The product is: [Cl:28][C:25]1[CH:26]=[CH:27][C:22]([CH2:21][O:18][C:10]2[C:9]([F:19])=[C:8]([C:5]3[N:6]=[CH:7][C:2]([NH2:1])=[N:3][CH:4]=3)[CH:13]=[CH:12][C:11]=2[CH:14]2[CH2:15][CH2:16][CH2:17]2)=[CH:23][CH:24]=1.